This data is from Reaction yield outcomes from USPTO patents with 853,638 reactions. The task is: Predict the reaction yield, written as a fraction of the theoretical maximum amount of product (1.0 means a 100% yield; for example, 0.34 means a 34% yield). (1) The reactants are Cl[C:2]1[N:7]2[N:8]=[C:9]([CH3:11])[CH:10]=[C:6]2[N:5]=[C:4]([NH:12][C:13]([C@@H:15]2[CH2:17][C@H:16]2[C:18]2[CH:23]=[CH:22][N:21]=[CH:20][CH:19]=2)=[O:14])[CH:3]=1.Cl.[NH:25]1[CH2:30][CH2:29][CH:28]([NH:31][C:32]([NH2:34])=[O:33])[CH2:27][CH2:26]1. The catalyst is CN1C(=O)CCC1.CS(C)=O.CO. The product is [CH3:11][C:9]1[CH:10]=[C:6]2[N:5]=[C:4]([NH:12][C:13]([CH:15]3[CH2:17][CH:16]3[C:18]3[CH:23]=[CH:22][N:21]=[CH:20][CH:19]=3)=[O:14])[CH:3]=[C:2]([N:25]3[CH2:30][CH2:29][CH:28]([NH:31][C:32]([NH2:34])=[O:33])[CH2:27][CH2:26]3)[N:7]2[N:8]=1. The yield is 0.0200. (2) The reactants are [Br:1][C:2]1[CH:7]=[CH:6][C:5]([CH3:8])=[CH:4][C:3]=1[F:9].C1C(=O)N([Br:17])C(=O)C1.CC(N=NC(C#N)(C)C)(C#N)C. The catalyst is FC(C1C=CC=CC=1)(F)F. The product is [Br:1][C:2]1[CH:7]=[CH:6][C:5]([CH2:8][Br:17])=[CH:4][C:3]=1[F:9]. The yield is 0.770. (3) The reactants are [OH:1][CH2:2][C:3]1[CH:4]=[C:5]([CH:9]=[CH:10][CH:11]=1)[C:6]([OH:8])=O.[Cl:12][CH2:13][C:14]([NH:16]O)=[NH:15].CN(C(ON1N=NC2C=CC=CC1=2)=[N+](C)C)C.F[P-](F)(F)(F)(F)F.C(N(CC)CC)C. The catalyst is CN(C=O)C. The product is [Cl:12][CH2:13][C:14]1[N:16]=[C:6]([C:5]2[CH:4]=[C:3]([CH2:2][OH:1])[CH:11]=[CH:10][CH:9]=2)[O:8][N:15]=1. The yield is 0.250. (4) The reactants are [Cl:1][C:2]1[CH:17]=[CH:16][C:5]([O:6][C:7]2[CH:12]=[CH:11][C:10]([CH2:13][CH2:14][NH2:15])=[CH:9][CH:8]=2)=[CH:4][C:3]=1[C:18]([F:21])([F:20])[F:19].CS[C:24]1[NH:25][CH:26]=[C:27]([CH2:31][C:32]2[CH:33]=[N:34][C:35](=O)[NH:36][CH:37]=2)[C:28](=[O:30])[N:29]=1.N1C=CC=C[CH:40]=1. No catalyst specified. The product is [Cl:1][C:2]1[CH:17]=[CH:16][C:5]([O:6][C:7]2[CH:12]=[CH:11][C:10]([CH2:13][CH2:14][NH:15][C:24]3[NH:25][CH:26]=[C:27]([CH2:31][C:32]4[CH:33]=[N:34][C:35]([CH3:40])=[N:36][CH:37]=4)[C:28](=[O:30])[N:29]=3)=[CH:9][CH:8]=2)=[CH:4][C:3]=1[C:18]([F:19])([F:20])[F:21]. The yield is 0.110. (5) The reactants are F[C:2]1[CH:9]=[CH:8][CH:7]=[CH:6][C:3]=1[CH:4]=[O:5].[C:10]([O:14][C:15]([N:17]1[CH2:20][CH:19]([CH2:21][OH:22])[CH2:18]1)=[O:16])([CH3:13])([CH3:12])[CH3:11].C([O-])([O-])=O.[K+].[K+]. The catalyst is CN(C=O)C.C([O-])(O)=O.[Na+]. The product is [C:10]([O:14][C:15]([N:17]1[CH2:20][CH:19]([CH2:21][O:22][C:2]2[CH:9]=[CH:8][CH:7]=[CH:6][C:3]=2[CH:4]=[O:5])[CH2:18]1)=[O:16])([CH3:13])([CH3:12])[CH3:11]. The yield is 0.350.